This data is from Reaction yield outcomes from USPTO patents with 853,638 reactions. The task is: Predict the reaction yield, written as a fraction of the theoretical maximum amount of product (1.0 means a 100% yield; for example, 0.34 means a 34% yield). (1) The reactants are OC1C=CC([CH2:8][C:9]#[N:10])=CC=1.[CH2:11]=[O:12].[OH2:13].[C:14]1([CH3:24])[CH:19]=[CH:18][C:17](S(O)(=O)=O)=[CH:16][CH:15]=1. The catalyst is C1(C)C=CC=CC=1. The product is [O:12]1[C:15]2[CH:16]=[CH:17][C:18]([CH2:8][C:9]#[N:10])=[CH:19][C:14]=2[CH2:24][O:13][CH2:11]1. The yield is 0.320. (2) The reactants are [ClH:1].[CH2:2]1[C:10]2[C:5](=[CH:6][CH:7]=[CH:8][CH:9]=2)[CH2:4][NH:3]1. The catalyst is C(OCC)(=O)C. The product is [ClH:1].[CH2:2]1[C:10]2[C:5](=[CH:6][CH:7]=[CH:8][CH:9]=2)[CH2:4][NH:3]1. The yield is 0.820. (3) The reactants are [CH3:1][O:2][CH2:3][CH2:4][OH:5].[H-].[Na+].[Cl:8][C:9]1[CH:34]=[CH:33][CH:32]=[CH:31][C:10]=1[C:11]([NH:13][C:14](=[O:30])[NH:15][C:16]1[S:17][C:18]2[CH:24]=[C:23]([S:25]([CH:28]=[CH2:29])(=[O:27])=[O:26])[CH:22]=[CH:21][C:19]=2[N:20]=1)=[O:12]. The catalyst is C1COCC1. The product is [Cl:8][C:9]1[CH:34]=[CH:33][CH:32]=[CH:31][C:10]=1[C:11]([NH:13][C:14](=[O:30])[NH:15][C:16]1[S:17][C:18]2[CH:24]=[C:23]([S:25]([CH2:28][CH2:29][O:5][CH2:4][CH2:3][O:2][CH3:1])(=[O:27])=[O:26])[CH:22]=[CH:21][C:19]=2[N:20]=1)=[O:12]. The yield is 0.390. (4) The reactants are CN(C)/[CH:3]=[CH:4]/[C:5]1[C:6]([N+:19]([O-])=O)=[C:7]([C:13]([N+:16]([O-])=O)=[CH:14][CH:15]=1)[C:8]([O:10][CH2:11][CH3:12])=[O:9]. The catalyst is [Ni].CCO. The product is [NH2:16][C:13]1[C:7]([C:8]([O:10][CH2:11][CH3:12])=[O:9])=[C:6]2[C:5]([CH:4]=[CH:3][NH:19]2)=[CH:15][CH:14]=1. The yield is 0.160.